Dataset: Full USPTO retrosynthesis dataset with 1.9M reactions from patents (1976-2016). Task: Predict the reactants needed to synthesize the given product. Given the product [NH2:19][C:10]1[C:9]2[N:8]=[C:7]([CH2:20][CH2:21][O:22][CH3:23])[N:6]([CH2:5][CH2:4][CH2:3][CH2:2][NH:1][C:33](=[O:34])[C:32]3[CH:36]=[CH:37][C:29]([N:24]4[CH:28]=[CH:27][CH:26]=[CH:25]4)=[CH:30][CH:31]=3)[C:18]=2[C:17]2[CH:16]=[CH:15][CH:14]=[CH:13][C:12]=2[N:11]=1, predict the reactants needed to synthesize it. The reactants are: [NH2:1][CH2:2][CH2:3][CH2:4][CH2:5][N:6]1[C:18]2[C:17]3[CH:16]=[CH:15][CH:14]=[CH:13][C:12]=3[N:11]=[C:10]([NH2:19])[C:9]=2[N:8]=[C:7]1[CH2:20][CH2:21][O:22][CH3:23].[N:24]1([C:29]2[CH:37]=[CH:36][C:32]([C:33](O)=[O:34])=[CH:31][CH:30]=2)[CH:28]=[CH:27][CH:26]=[CH:25]1.